This data is from Catalyst prediction with 721,799 reactions and 888 catalyst types from USPTO. The task is: Predict which catalyst facilitates the given reaction. (1) Reactant: [H-].[Na+].[N:3]1[C:11]([NH2:12])=[C:10]2[C:6]([N:7]=[CH:8][NH:9]2)=[N:5][CH:4]=1.Br[CH2:14][CH2:15][C:16]#[N:17]. Product: [C:16]([CH2:15][CH2:14][N:7]1[CH:8]=[N:9][C:10]2[C:6]1=[N:5][CH:4]=[N:3][C:11]=2[NH2:12])#[N:17]. The catalyst class is: 861. (2) Reactant: [CH2:1]([C:3]1[CH:8]=[CH:7][CH:6]=[C:5]([CH2:9][CH3:10])[C:4]=1[C:11]1[CH:12]=[C:13]2[CH:19]=[CH:18][NH:17][C:14]2=[CH:15][N:16]=1)[CH3:2].[C:20]([O:24][C:25]([N:27]1[CH2:32][CH2:31][C:30](=O)[CH2:29][CH2:28]1)=[O:26])([CH3:23])([CH3:22])[CH3:21].C([O-])([O-])=O.[Cs+].[Cs+]. Product: [C:20]([O:24][C:25]([N:27]1[CH2:28][CH:29]=[C:30]([C:19]2[C:13]3[C:14](=[CH:15][N:16]=[C:11]([C:4]4[C:5]([CH2:9][CH3:10])=[CH:6][CH:7]=[CH:8][C:3]=4[CH2:1][CH3:2])[CH:12]=3)[NH:17][CH:18]=2)[CH2:31][CH2:32]1)=[O:26])([CH3:23])([CH3:21])[CH3:22]. The catalyst class is: 5. (3) Reactant: Br[C:2]1[C:3]2[N:4]([N:18]=[CH:19][N:20]=2)[CH:5]=[C:6]([C:8]2[CH:9]=[C:10]([CH:15]=[CH:16][CH:17]=2)[C:11]([O:13][CH3:14])=[O:12])[CH:7]=1.[CH3:21][O:22][C:23]1[CH:24]=[CH:25][C:26]([NH2:31])=[N:27][C:28]=1[O:29][CH3:30].CC(C1C=C(C(C)C)C(C2C=CC=CC=2P(C2CCCCC2)C2CCCCC2)=C(C(C)C)C=1)C.C([O-])([O-])=O.[Cs+].[Cs+]. Product: [CH3:21][O:22][C:23]1[CH:24]=[CH:25][C:26]([NH:31][C:2]2[C:3]3[N:4]([N:18]=[CH:19][N:20]=3)[CH:5]=[C:6]([C:8]3[CH:9]=[C:10]([CH:15]=[CH:16][CH:17]=3)[C:11]([O:13][CH3:14])=[O:12])[CH:7]=2)=[N:27][C:28]=1[O:29][CH3:30]. The catalyst class is: 62. (4) The catalyst class is: 1. Reactant: [CH3:1][O:2][C:3]1[C:8]([N:9]2[CH2:17][C@@H:16]3[C@@H:11]([CH2:12][CH2:13][CH2:14][NH:15]3)[CH2:10]2)=[C:7]([F:18])[CH:6]=[C:5]2[C:19]([C:21]([C:27]([OH:29])=[O:28])=[CH:22][N:23]([CH:24]3[CH2:26][CH2:25]3)[C:4]=12)=[O:20].[CH3:30][C:31]([O:34][C:35](O[C:35]([O:34][C:31]([CH3:33])([CH3:32])[CH3:30])=[O:36])=[O:36])([CH3:33])[CH3:32].[OH-].[Na+]. Product: [C:31]([O:34][C:35]([N:15]1[CH2:14][CH2:13][CH2:12][C@H:11]2[CH2:10][N:9]([C:8]3[C:3]([O:2][CH3:1])=[C:4]4[C:5]([C:19](=[O:20])[C:21]([C:27]([OH:29])=[O:28])=[CH:22][N:23]4[CH:24]4[CH2:26][CH2:25]4)=[CH:6][C:7]=3[F:18])[CH2:17][C@@H:16]12)=[O:36])([CH3:33])([CH3:32])[CH3:30]. (5) Reactant: [CH3:1][N:2]([CH3:33])[C:3]([C:5]1[N:6]([C:27]2[CH:32]=[CH:31][CH:30]=[CH:29][CH:28]=2)[C:7]2[C:12]([C:13](=[O:25])[C:14]=1CNC(C1SC(Br)=NC=1)=O)=[CH:11][CH:10]=[C:9](Cl)[CH:8]=2)=[O:4].N1CCC(CO)CC1. Product: [CH3:1][N:2]([CH3:33])[C:3]([C:5]1[N:6]([C:27]2[CH:32]=[CH:31][CH:30]=[CH:29][CH:28]=2)[C:7]2[C:12]([C:13](=[O:25])[CH:14]=1)=[CH:11][CH:10]=[CH:9][CH:8]=2)=[O:4]. The catalyst class is: 37. (6) Reactant: [Li]CCCC.[CH3:6][C:7]([O-:10])([CH3:9])[CH3:8].[K+].C(NC(C)C)(C)C.CC(OC([N:26]([CH:34]([C:36]1[CH:41]=[CH:40][C:39]([C:42]2[CH:47]=[CH:46][CH:45]=[CH:44][CH:43]=2)=[CH:38][CH:37]=1)[CH3:35])[C:27]([O:29][C:30]([CH3:33])([CH3:32])[CH3:31])=[O:28])=O)(C)C.C1C[O:51][CH2:50]C1. Product: [C:39]1([C:42]2[CH:47]=[CH:46][CH:45]=[CH:44][CH:43]=2)[CH:40]=[CH:41][C:36]([C@@:34]([C:50]([O:10][C:7]([CH3:9])([CH3:8])[CH3:6])=[O:51])([CH3:35])[NH:26][C:27]([O:29][C:30]([CH3:32])([CH3:31])[CH3:33])=[O:28])=[CH:37][CH:38]=1. The catalyst class is: 33.